From a dataset of Full USPTO retrosynthesis dataset with 1.9M reactions from patents (1976-2016). Predict the reactants needed to synthesize the given product. (1) Given the product [OH:51][C:44]1[C:43]([CH2:42][NH:41][C:7]([C:6]2[C:2]([CH3:1])=[N:3][N:4]([CH:10]([C:12]3[CH:17]=[CH:16][CH:15]=[CH:14][CH:13]=3)[CH3:11])[CH:5]=2)=[O:9])=[C:48]([CH3:49])[CH:47]=[C:46]([CH3:50])[N:45]=1, predict the reactants needed to synthesize it. The reactants are: [CH3:1][C:2]1[C:6]([C:7]([OH:9])=O)=[CH:5][N:4]([CH:10]([C:12]2[CH:17]=[CH:16][CH:15]=[CH:14][CH:13]=2)[CH3:11])[N:3]=1.Cl.C(N=C=NCCCN(C)C)C.C1C=C2N=NN(O)C2=CC=1.N.[NH2:41][CH2:42][C:43]1[C:44]([OH:51])=[N:45][C:46]([CH3:50])=[CH:47][C:48]=1[CH3:49]. (2) Given the product [F:1][C:2]1[C:7]([F:8])=[CH:6][CH:5]=[CH:4][C:3]=1[C:9]1[N:17]=[C:12]2[CH:13]=[N:14][N:15]([CH2:19][C:20]3[O:24][N:23]=[C:22]([C:25]4[CH:26]=[CH:27][C:28]([C:31]#[C:32][C:33]5[CH:34]=[CH:35][N:36]=[CH:37][CH:38]=5)=[CH:29][CH:30]=4)[CH:21]=3)[CH:16]=[C:11]2[N:10]=1, predict the reactants needed to synthesize it. The reactants are: [F:1][C:2]1[C:7]([F:8])=[CH:6][CH:5]=[CH:4][C:3]=1[C:9]1[N:17]=[C:12]2[CH:13]=[N:14][NH:15][CH:16]=[C:11]2[N:10]=1.Cl[CH2:19][C:20]1[O:24][N:23]=[C:22]([C:25]2[CH:30]=[CH:29][C:28]([C:31]#[C:32][C:33]3[CH:38]=[CH:37][N:36]=[CH:35][CH:34]=3)=[CH:27][CH:26]=2)[CH:21]=1. (3) Given the product [Br:6][C:7]1[CH:12]=[CH:11][C:10]([O:13][C:14]([F:15])([F:16])[F:17])=[C:9]([S:2]([Cl:1])(=[O:5])=[O:3])[CH:8]=1, predict the reactants needed to synthesize it. The reactants are: [Cl:1][S:2]([OH:5])(=O)=[O:3].[Br:6][C:7]1[CH:12]=[CH:11][C:10]([O:13][C:14]([F:17])([F:16])[F:15])=[CH:9][CH:8]=1. (4) The reactants are: O[C:2]([CH3:17])=[CH:3][C:4]([C:6]1[CH:16]=[CH:15][C:9]2[O:10][CH2:11][C:12](=[O:14])[NH:13][C:8]=2[CH:7]=1)=O.Cl.[F:19][C:20]1[CH:25]=[CH:24][C:23]([NH:26][NH2:27])=[CH:22][CH:21]=1.C(N(CC)CC)C. Given the product [F:19][C:20]1[CH:25]=[CH:24][C:23]([N:26]2[C:4]([C:6]3[CH:16]=[CH:15][C:9]4[O:10][CH2:11][C:12](=[O:14])[NH:13][C:8]=4[CH:7]=3)=[CH:3][C:2]([CH3:17])=[N:27]2)=[CH:22][CH:21]=1, predict the reactants needed to synthesize it.